Dataset: Full USPTO retrosynthesis dataset with 1.9M reactions from patents (1976-2016). Task: Predict the reactants needed to synthesize the given product. (1) Given the product [Br-:18].[C:26]([CH2:25][CH2:24][CH2:23][CH2:22][CH2:21][CH2:20][CH2:19][N+:2]([CH2:3][CH2:4][NH:5][C:6]([C:8]1[C:13]([NH2:14])=[N:12][C:11]([NH2:15])=[C:10]([Cl:16])[N:9]=1)=[O:7])([CH3:17])[CH3:1])(=[O:27])[NH2:28], predict the reactants needed to synthesize it. The reactants are: [CH3:1][N:2]([CH3:17])[CH2:3][CH2:4][NH:5][C:6]([C:8]1[C:13]([NH2:14])=[N:12][C:11]([NH2:15])=[C:10]([Cl:16])[N:9]=1)=[O:7].[Br:18][CH2:19][CH2:20][CH2:21][CH2:22][CH2:23][CH2:24][CH2:25][C:26]([NH2:28])=[O:27]. (2) Given the product [F:19][C:15]1[C:16]([NH2:18])=[N:17][C:12]([NH:11][C:20]2[CH:21]=[CH:22][C:23]3[O:27][CH:26]([C:28]([OH:30])=[O:29])[CH2:25][C:24]=3[CH:32]=2)=[N:13][CH:14]=1, predict the reactants needed to synthesize it. The reactants are: C(C1C=CC([N:11]([C:20]2[CH:21]=[CH:22][C:23]3[O:27][CH:26]([C:28]([O:30]C)=[O:29])[CH2:25][C:24]=3[CH:32]=2)[C:12]2[N:17]=[C:16]([NH2:18])[C:15]([F:19])=[CH:14][N:13]=2)=CC=1)(C)(C)C.O. (3) Given the product [CH2:1]([O:3][C:4]([C:6]12[CH2:13][CH2:12][C:9]([NH:14][CH2:15][C:16]([N:18]3[CH2:22][C@@H:21]([F:23])[CH2:20][C@H:19]3[C:24]#[N:26])=[O:17])([CH2:10][CH2:11]1)[CH2:8][CH2:7]2)=[O:5])[CH3:2], predict the reactants needed to synthesize it. The reactants are: [CH2:1]([O:3][C:4]([C:6]12[CH2:13][CH2:12][C:9]([NH:14][CH2:15][C:16]([N:18]3[CH2:22][C@@H:21]([F:23])[CH2:20][C@H:19]3[C:24]([NH2:26])=O)=[O:17])([CH2:10][CH2:11]1)[CH2:8][CH2:7]2)=[O:5])[CH3:2].ClC(Cl)(Cl)C(OC(=O)C(Cl)(Cl)Cl)=O.FC(F)(F)C(O)=O.